From a dataset of Tyrosyl-DNA phosphodiesterase HTS with 341,365 compounds. Binary Classification. Given a drug SMILES string, predict its activity (active/inactive) in a high-throughput screening assay against a specified biological target. (1) The molecule is Clc1c(Cn2[nH]nc3c2nc(nc3=O)CCC)cccc1. The result is 0 (inactive). (2) The compound is O=C(Nc1cc2CCCc2cc1)c1nn(CC)cc1. The result is 0 (inactive).